This data is from Peptide-MHC class I binding affinity with 185,985 pairs from IEDB/IMGT. The task is: Regression. Given a peptide amino acid sequence and an MHC pseudo amino acid sequence, predict their binding affinity value. This is MHC class I binding data. (1) The peptide sequence is MVVKVNAAL. The MHC is HLA-C03:03 with pseudo-sequence HLA-C03:03. The binding affinity (normalized) is 0.699. (2) The MHC is HLA-B15:09 with pseudo-sequence HLA-B15:09. The binding affinity (normalized) is 0.0847. The peptide sequence is KRINSLIKY. (3) The peptide sequence is LIIYYQLAGY. The MHC is HLA-A33:01 with pseudo-sequence HLA-A33:01. The binding affinity (normalized) is 0. (4) The peptide sequence is LLDDLGFSA. The MHC is HLA-A02:01 with pseudo-sequence HLA-A02:01. The binding affinity (normalized) is 0.646. (5) The peptide sequence is YSLLNRKAI. The MHC is HLA-B58:01 with pseudo-sequence HLA-B58:01. The binding affinity (normalized) is 0.0847. (6) The peptide sequence is TEGLCVDIPG. The MHC is HLA-B44:03 with pseudo-sequence HLA-B44:03. The binding affinity (normalized) is 0.0332. (7) The peptide sequence is YPDLNFDNTY. The MHC is HLA-B54:01 with pseudo-sequence HLA-B54:01. The binding affinity (normalized) is 0.310.